Dataset: Forward reaction prediction with 1.9M reactions from USPTO patents (1976-2016). Task: Predict the product of the given reaction. (1) Given the reactants O1C=CC=C1.Cl[C:7]1[N:8]=[C:9]2[CH:19]=[CH:18][O:17][C:10]2=[C:11]2[C:16]=1[CH:15]=[CH:14][CH:13]=[CH:12]2.[F-:20], predict the reaction product. The product is: [F:20][C:7]1[N:8]=[C:9]2[CH2:19][CH2:18][O:17][C:10]2=[C:11]2[C:16]=1[CH:15]=[CH:14][CH:13]=[CH:12]2. (2) Given the reactants C([O:3][C:4](=[O:29])[C:5]([OH:28])([C:9](=[O:27])[NH:10][C@@H:11]1[C:17](=[O:18])[NH:16][C:15]2[CH:19]=[CH:20][CH:21]=[CH:22][C:14]=2[C:13]2[CH:23]=[CH:24][CH:25]=[CH:26][C:12]1=2)[CH2:6][CH2:7][CH3:8])C.[OH-].[Li+], predict the reaction product. The product is: [OH:28][C:5]([C:9](=[O:27])[NH:10][C@@H:11]1[C:17](=[O:18])[NH:16][C:15]2[CH:19]=[CH:20][CH:21]=[CH:22][C:14]=2[C:13]2[CH:23]=[CH:24][CH:25]=[CH:26][C:12]1=2)([CH2:6][CH2:7][CH3:8])[C:4]([OH:29])=[O:3]. (3) Given the reactants [NH:1]1[CH2:6][CH2:5][CH:4]([C:7]2[N:11]3[C:12]4[CH:18]=[CH:17][NH:16][C:13]=4[N:14]=[CH:15][C:10]3=[N:9][N:8]=2)[CH2:3][CH2:2]1.N1C=CC=CC=1.[C:25]([CH2:27][C:28](OC1C(F)=C(F)C(F)=C(F)C=1F)=[O:29])#[N:26], predict the reaction product. The product is: [C:7]1([CH:4]2[CH2:3][CH2:2][N:1]([C:28](=[O:29])[CH2:27][C:25]#[N:26])[CH2:6][CH2:5]2)[N:11]2[C:12]3[CH:18]=[CH:17][NH:16][C:13]=3[N:14]=[CH:15][C:10]2=[N:9][N:8]=1. (4) Given the reactants [CH3:1][Mg]Br.[CH:4]([C:6]1[C:14]2[C:9](=[CH:10][C:11]([C:15]([O:17][CH3:18])=[O:16])=[CH:12][CH:13]=2)[NH:8][N:7]=1)=[O:5], predict the reaction product. The product is: [OH:5][CH:4]([C:6]1[C:14]2[C:9](=[CH:10][C:11]([C:15]([O:17][CH3:18])=[O:16])=[CH:12][CH:13]=2)[NH:8][N:7]=1)[CH3:1]. (5) Given the reactants [Cl:1][CH2:2][C:3]1[C:4]([C:14]2[C:22]3[C:17](=[C:18]([O:23][CH3:24])[CH:19]=[CH:20][CH:21]=3)[N:16]([CH2:25][CH:26]3[CH2:31][CH2:30][CH2:29][CH2:28][CH2:27]3)[CH:15]=2)=[N:5][S:6][C:7]=1[CH2:8]OS(C)(=O)=O.[CH2:32]([NH2:34])[CH3:33].C(N(CC)CC)C, predict the reaction product. The product is: [ClH:1].[CH:26]1([CH2:25][N:16]2[C:17]3[C:22](=[CH:21][CH:20]=[CH:19][C:18]=3[O:23][CH3:24])[C:14]([C:4]3[C:3]4[CH2:2][N:34]([CH2:32][CH3:33])[CH2:8][C:7]=4[S:6][N:5]=3)=[CH:15]2)[CH2:31][CH2:30][CH2:29][CH2:28][CH2:27]1. (6) Given the reactants Cl[C:2]1[N:7]=[C:6]([N:8]2[CH2:13][CH2:12][N:11](C(OC(C)(C)C)=O)[CH2:10][CH2:9]2)[C:5]([Cl:21])=[CH:4][N:3]=1.C(O)(C(F)(F)F)=O.ClC1N=C(N2CCNCC2)C(Cl)=CN=1.[C:43]([O:47][C:48](=[O:57])[NH:49][C:50]1[CH:55]=[CH:54][CH:53]=[CH:52][C:51]=1[NH2:56])([CH3:46])([CH3:45])[CH3:44], predict the reaction product. The product is: [C:43]([O:47][C:48](=[O:57])[NH:49][C:50]1[CH:55]=[CH:54][CH:53]=[CH:52][C:51]=1[NH:56][C:2]1[N:7]=[C:6]([N:8]2[CH2:9][CH2:10][NH:11][CH2:12][CH2:13]2)[C:5]([Cl:21])=[CH:4][N:3]=1)([CH3:46])([CH3:44])[CH3:45]. (7) Given the reactants [Br:1][CH2:2][C:3]([C:5]1[CH:10]=[CH:9][C:8]([CH3:11])=[CH:7][CH:6]=1)=[O:4].[N:12]1[CH:17]=[CH:16][CH:15]=[CH:14][CH:13]=1, predict the reaction product. The product is: [Br-:1].[O:4]=[C:3]([C:5]1[CH:10]=[CH:9][C:8]([CH3:11])=[CH:7][CH:6]=1)[CH2:2][N+:12]1[CH:17]=[CH:16][CH:15]=[CH:14][CH:13]=1.